From a dataset of Peptide-MHC class I binding affinity with 185,985 pairs from IEDB/IMGT. Regression. Given a peptide amino acid sequence and an MHC pseudo amino acid sequence, predict their binding affinity value. This is MHC class I binding data. (1) The peptide sequence is FSDARLAKL. The MHC is HLA-B40:01 with pseudo-sequence HLA-B40:01. The binding affinity (normalized) is 0.161. (2) The peptide sequence is SHEQGDIAL. The MHC is HLA-B15:17 with pseudo-sequence HLA-B15:17. The binding affinity (normalized) is 0.0847.